From a dataset of Reaction yield outcomes from USPTO patents with 853,638 reactions. Predict the reaction yield, written as a fraction of the theoretical maximum amount of product (1.0 means a 100% yield; for example, 0.34 means a 34% yield). (1) The reactants are [CH3:1][O:2][C:3]([NH:5][C@H:6]([C:10]([N:12]1[CH2:16][C@@H:15]([CH3:17])[CH2:14][C@H:13]1[C:18]1[NH:22][C:21]2[C:23]3[C:28]([CH:29]=[CH:30][C:20]=2[N:19]=1)=[CH:27][C:26]1[C:31]2[C:36]([CH2:37][O:38][C:25]=1[CH:24]=3)=[CH:35][C:34]([C:39]1[NH:43][C:42]([C@@H:44]3[CH2:48][CH2:47][CH2:46][N:45]3C(OC(C)(C)C)=O)=[N:41][CH:40]=1)=[CH:33][CH:32]=2)=[O:11])[CH:7]([CH3:9])[CH3:8])=[O:4].Cl.[CH3:57][O:58][C:59]([NH:61][C@H:62]([C:66]1[CH:71]=[CH:70][CH:69]=[CH:68][CH:67]=1)[C:63]([OH:65])=O)=[O:60].CCOC(C(C#N)=NOC(N1CCOCC1)=[N+](C)C)=O.F[P-](F)(F)(F)(F)F.CCN(C(C)C)C(C)C. The catalyst is C(Cl)Cl.CO.CCOC(C)=O.CN(C=O)C.CO. The product is [CH3:57][O:58][C:59](=[O:60])[NH:61][C@H:62]([C:66]1[CH:71]=[CH:70][CH:69]=[CH:68][CH:67]=1)[C:63]([N:45]1[CH2:46][CH2:47][CH2:48][C@H:44]1[C:42]1[NH:43][C:39]([C:34]2[CH:35]=[C:36]3[CH2:37][O:38][C:25]4[CH:24]=[C:23]5[C:28]([CH:29]=[CH:30][C:20]6[N:19]=[C:18]([C@@H:13]7[CH2:14][C@H:15]([CH3:17])[CH2:16][N:12]7[C:10](=[O:11])[C@@H:6]([NH:5][C:3]([O:2][CH3:1])=[O:4])[CH:7]([CH3:9])[CH3:8])[NH:22][C:21]=65)=[CH:27][C:26]=4[C:31]3=[CH:32][CH:33]=2)=[CH:40][N:41]=1)=[O:65]. The yield is 0.450. (2) The reactants are [Br:1][C:2]1[CH:3]=[C:4]([CH:8]=[CH:9][CH:10]=1)[C:5]([OH:7])=[O:6].[CH3:11]O. The catalyst is S(=O)(=O)(O)O. The product is [Br:1][C:2]1[CH:3]=[C:4]([CH:8]=[CH:9][CH:10]=1)[C:5]([O:7][CH3:11])=[O:6]. The yield is 0.925. (3) The reactants are Cl.[NH2:2][C:3]1[C:8]([NH2:9])=[C:7]([C:10]2[S:11][CH:12]=[CH:13][CH:14]=2)[CH:6]=[CH:5][N:4]=1.[CH2:15](OC(O)O)C. No catalyst specified. The product is [S:11]1[CH:12]=[CH:13][CH:14]=[C:10]1[C:7]1[CH:6]=[CH:5][N:4]=[C:3]2[NH:2][CH:15]=[N:9][C:8]=12. The yield is 0.960. (4) The reactants are FC(F)(F)S(O[C:7]1[C:8]2[N:9]([C:23]([CH2:30][CH:31]3[CH2:36][CH2:35][C:34]([F:38])([F:37])[CH2:33][CH2:32]3)=[C:24]([C:26]([F:29])([F:28])[F:27])[N:25]=2)[C:10]([CH3:22])=[CH:11][C:12]=1[C:13](=[O:21])[NH:14][CH:15]1[CH2:20][CH2:19][O:18][CH2:17][CH2:16]1)(=O)=O.[CH3:41]B1OB(C)OB(C)O1.C(=O)([O-])[O-].[Na+].[Na+].C(=O)([O-])O.[Na+]. The catalyst is O1CCOCC1. The product is [F:38][C:34]1([F:37])[CH2:33][CH2:32][CH:31]([CH2:30][C:23]2[N:9]3[C:10]([CH3:22])=[CH:11][C:12]([C:13]([NH:14][CH:15]4[CH2:20][CH2:19][O:18][CH2:17][CH2:16]4)=[O:21])=[C:7]([CH3:41])[C:8]3=[N:25][C:24]=2[C:26]([F:27])([F:29])[F:28])[CH2:36][CH2:35]1. The yield is 0.620. (5) The reactants are [CH2:1]([NH:3][C:4](=[O:33])[NH:5][CH2:6][C:7]1[CH:8]=[C:9]([C:13]2[CH:18]=[CH:17][C:16]([C:19]([CH3:31])([CH3:30])[CH2:20][CH2:21][CH2:22][NH:23][C:24](=[O:29])C(C)(C)C)=[CH:15][C:14]=2[OH:32])[CH:10]=[CH:11][CH:12]=1)[CH3:2].[N:34]1(C(Cl)=O)[CH2:39][CH2:38][O:37][CH2:36][CH2:35]1. The catalyst is CN(C)C=O. The product is [CH2:1]([NH:3][C:4](=[O:33])[NH:5][CH2:6][C:7]1[CH:8]=[C:9]([C:13]2[CH:18]=[CH:17][C:16]([C:19]([CH3:30])([CH3:31])[CH2:20][CH2:21][CH2:22][NH:23][C:24]([N:34]3[CH2:39][CH2:38][O:37][CH2:36][CH2:35]3)=[O:29])=[CH:15][C:14]=2[OH:32])[CH:10]=[CH:11][CH:12]=1)[CH3:2]. The yield is 0.100. (6) The reactants are Cl.[F:2][C:3]1([F:7])[CH2:6][NH:5][CH2:4]1.[H-].[Na+].Cl[C:11]1[N:12]=[C:13]2[CH:18]=[C:17]([C:19]([NH:21][C:22]3[CH:27]=[CH:26][CH:25]=[CH:24][CH:23]=3)=[O:20])[CH:16]=[CH:15][N:14]2[C:28]=1[S:29]([N:32]1[CH2:37][CH2:36][C:35]([F:39])([F:38])[CH2:34][CH2:33]1)(=[O:31])=[O:30].O. The catalyst is CN(C=O)C. The product is [F:2][C:3]1([F:7])[CH2:6][N:5]([C:11]2[N:12]=[C:13]3[CH:18]=[C:17]([C:19]([NH:21][C:22]4[CH:27]=[CH:26][CH:25]=[CH:24][CH:23]=4)=[O:20])[CH:16]=[CH:15][N:14]3[C:28]=2[S:29]([N:32]2[CH2:37][CH2:36][C:35]([F:38])([F:39])[CH2:34][CH2:33]2)(=[O:31])=[O:30])[CH2:4]1. The yield is 0.0600.